This data is from Forward reaction prediction with 1.9M reactions from USPTO patents (1976-2016). The task is: Predict the product of the given reaction. (1) Given the reactants [O:1]1[C:5]2=[CH:6][N:7]=[C:8]([CH2:10][OH:11])[CH:9]=[C:4]2[CH:3]=[CH:2]1.[C:12](OC(=O)C)(=[O:14])[CH3:13], predict the reaction product. The product is: [C:12]([O:11][CH2:10][C:8]1[CH:9]=[C:4]2[CH:3]=[CH:2][O:1][C:5]2=[CH:6][N:7]=1)(=[O:14])[CH3:13]. (2) Given the reactants [C:1]1([S:7]([N:10]2[CH2:12][CH:11]2[C:13]([N:15]2[CH2:20][CH2:19][N:18]([C:21]3[CH:26]=[C:25]([CH3:27])[CH:24]=[CH:23][C:22]=3[CH3:28])[CH2:17][CH2:16]2)=[O:14])(=[O:9])=[O:8])[CH:6]=[CH:5][CH:4]=[CH:3][CH:2]=1.[I-].[Na+].[CH2:31]([N:35]=[C:36]=[O:37])[CH2:32][CH2:33][CH3:34], predict the reaction product. The product is: [C:1]1([S:7]([N:10]2[CH2:12][CH:11]([C:13]([N:15]3[CH2:20][CH2:19][N:18]([C:21]4[CH:26]=[C:25]([CH3:27])[CH:24]=[CH:23][C:22]=4[CH3:28])[CH2:17][CH2:16]3)=[O:14])[N:35]([CH2:31][CH2:32][CH2:33][CH3:34])[C:36]2=[O:37])(=[O:8])=[O:9])[CH:6]=[CH:5][CH:4]=[CH:3][CH:2]=1. (3) Given the reactants C1([C@]2(O)[CH2:8][CH2:7][NH:6][C@H:5]2[CH:9]([CH3:11])[CH3:10])CC1.F[C:14]1[CH:21]=[CH:20][C:17]([C:18]#[N:19])=[C:16]([O:22][CH3:23])[CH:15]=1.[C:24](=[O:27])([O-])[O-].[Li+].[Li+].O, predict the reaction product. The product is: [OH:27][C@H:24]1[C:9]([CH3:11])([CH3:10])[CH2:5][N:6]([C:14]2[CH:21]=[CH:20][C:17]([C:18]#[N:19])=[C:16]([O:22][CH3:23])[CH:15]=2)[C@@H:7]1[CH3:8]. (4) Given the reactants [F:1][C:2]1[CH:3]=[C:4]([C@H:8]2[C@@H:17]([C:18]3[CH:23]=[CH:22][C:21]([O:24][CH2:25][CH2:26][N:27]4[CH2:31][CH2:30][CH2:29][CH2:28]4)=[CH:20][CH:19]=3)[C:16]3[C:11](=[CH:12][C:13]([O:32]C)=[CH:14][CH:15]=3)[O:10][CH2:9]2)[CH:5]=[CH:6][CH:7]=1.Cl.N1C=CC=CC=1, predict the reaction product. The product is: [F:1][C:2]1[CH:3]=[C:4]([C@H:8]2[C@@H:17]([C:18]3[CH:23]=[CH:22][C:21]([O:24][CH2:25][CH2:26][N:27]4[CH2:28][CH2:29][CH2:30][CH2:31]4)=[CH:20][CH:19]=3)[C:16]3[C:11](=[CH:12][C:13]([OH:32])=[CH:14][CH:15]=3)[O:10][CH2:9]2)[CH:5]=[CH:6][CH:7]=1. (5) Given the reactants Br[C:2]1[CH:10]=[C:9]2[C:5]([C:6]([CH3:14])([CH3:13])[C:7](=[O:12])[N:8]2[CH3:11])=[CH:4][CH:3]=1.C([Sn](CCCC)(CCCC)[C:20]1[CH:25]=[CH:24][CH:23]=[CH:22][N:21]=1)CCC, predict the reaction product. The product is: [CH3:11][N:8]1[C:9]2[C:5](=[CH:4][CH:3]=[C:2]([C:20]3[CH:25]=[CH:24][CH:23]=[CH:22][N:21]=3)[CH:10]=2)[C:6]([CH3:14])([CH3:13])[C:7]1=[O:12]. (6) Given the reactants [C:1]([O:5][C:6]([N:8]1[CH2:11][CH2:10][C@H:9]1[CH2:12][O:13][C:14]1[CH:15]=[C:16]([CH2:20][CH2:21][C:22]2[CH:23]=[C:24]([CH2:28][NH2:29])[CH:25]=[CH:26][CH:27]=2)[CH:17]=[N:18][CH:19]=1)=[O:7])([CH3:4])([CH3:3])[CH3:2].C(N(CC)CC)C.[CH3:37][S:38](Cl)(=[O:40])=[O:39].N(CCO)CCO, predict the reaction product. The product is: [C:1]([O:5][C:6]([N:8]1[CH2:11][CH2:10][C@H:9]1[CH2:12][O:13][C:14]1[CH:15]=[C:16]([CH2:20][CH2:21][C:22]2[CH:23]=[C:24]([CH2:28][NH:29][S:38]([CH3:37])(=[O:40])=[O:39])[CH:25]=[CH:26][CH:27]=2)[CH:17]=[N:18][CH:19]=1)=[O:7])([CH3:4])([CH3:2])[CH3:3].